Dataset: Peptide-MHC class I binding affinity with 185,985 pairs from IEDB/IMGT. Task: Regression. Given a peptide amino acid sequence and an MHC pseudo amino acid sequence, predict their binding affinity value. This is MHC class I binding data. (1) The peptide sequence is FLEFSNRVY. The MHC is HLA-A11:01 with pseudo-sequence HLA-A11:01. The binding affinity (normalized) is 0.254. (2) The peptide sequence is ILPVIFLSI. The MHC is Mamu-B17 with pseudo-sequence Mamu-B17. The binding affinity (normalized) is 0.0421. (3) The peptide sequence is KFRRFTQAI. The MHC is HLA-A02:12 with pseudo-sequence HLA-A02:12. The binding affinity (normalized) is 0.0847. (4) The peptide sequence is RAIMTTWTV. The MHC is HLA-A80:01 with pseudo-sequence HLA-A80:01. The binding affinity (normalized) is 0.0847. (5) The peptide sequence is SENDRLRLL. The MHC is HLA-A23:01 with pseudo-sequence HLA-A23:01. The binding affinity (normalized) is 0.0847. (6) The peptide sequence is NHINVRLSL. The MHC is Mamu-A07 with pseudo-sequence Mamu-A07. The binding affinity (normalized) is 1.00. (7) The peptide sequence is MVLAFITFLR. The MHC is HLA-A33:01 with pseudo-sequence HLA-A33:01. The binding affinity (normalized) is 0.713. (8) The peptide sequence is FTSYKRFVT. The MHC is HLA-A02:06 with pseudo-sequence HLA-A02:06. The binding affinity (normalized) is 0.129. (9) The peptide sequence is GVKVRVWLF. The MHC is HLA-B07:02 with pseudo-sequence HLA-B07:02. The binding affinity (normalized) is 0.0847.